From a dataset of Forward reaction prediction with 1.9M reactions from USPTO patents (1976-2016). Predict the product of the given reaction. Given the reactants [Cl:1][C:2]1[N:3]=[C:4](Cl)[C:5]2[N:10]([CH2:11][C:12]3[CH:17]=[CH:16][C:15]([C:18]([F:21])([F:20])[F:19])=[CH:14][CH:13]=3)[C:9]([C:22]3[CH:23]=[C:24]([CH3:28])[CH:25]=[CH:26][CH:27]=3)=[CH:8][C:6]=2[N:7]=1.Cl.[CH:31]1([C@H:35]([NH2:37])[CH3:36])[CH2:34][CH2:33][CH2:32]1, predict the reaction product. The product is: [Cl:1][C:2]1[N:3]=[C:4]([NH:37][C@@H:35]([CH:31]2[CH2:34][CH2:33][CH2:32]2)[CH3:36])[C:5]2[N:10]([CH2:11][C:12]3[CH:17]=[CH:16][C:15]([C:18]([F:20])([F:19])[F:21])=[CH:14][CH:13]=3)[C:9]([C:22]3[CH:23]=[C:24]([CH3:28])[CH:25]=[CH:26][CH:27]=3)=[CH:8][C:6]=2[N:7]=1.